Dataset: Full USPTO retrosynthesis dataset with 1.9M reactions from patents (1976-2016). Task: Predict the reactants needed to synthesize the given product. (1) Given the product [NH2:4][C:5]1[N:14]=[C:13]([O:29][CH2:27][CH3:28])[C:12]2[C:7](=[CH:8][CH:9]=[C:10]([C:20]3[CH:25]=[CH:24][C:23]([F:26])=[CH:22][CH:21]=3)[CH:11]=2)[N:6]=1, predict the reactants needed to synthesize it. The reactants are: C([NH:4][C:5]1[N:14]=[C:13](C2N=CNN=2)[C:12]2[C:7](=[CH:8][CH:9]=[C:10]([C:20]3[CH:25]=[CH:24][C:23]([F:26])=[CH:22][CH:21]=3)[CH:11]=2)[N:6]=1)(=O)C.[CH2:27]([OH:29])[CH3:28]. (2) Given the product [CH3:2][O:41][C:39](=[O:40])[CH2:26][C:27]1[CH:32]=[CH:31][C:30]2[C:29](=[CH:36][CH:35]=[CH:34][CH:33]=2)[CH:28]=1, predict the reactants needed to synthesize it. The reactants are: [Cl-].[CH2:2]([N+](CCCCCCCCCC)(C)C)CCCCCCCCC.C[C@H:26]([C:39]([O-:41])=[O:40])[C:27]1[CH:32]=[CH:31][C:30]2[CH:33]=[C:34](OC)[CH:35]=[CH:36][C:29]=2[CH:28]=1.[Na+]. (3) The reactants are: [OH:1][C:2]1[CH:7]=[CH:6][N:5]([CH2:8][CH2:9][CH:10]([CH3:12])[CH3:11])[C:4](=[O:13])[CH:3]=1.N1C=CC=CC=1.S(OC)(O[C:24](SC)([S:27][CH3:28])[S:25][CH3:26])(=O)=O. Given the product [CH3:26][S:25][C:24]([S:27][CH3:28])=[C:3]1[C:2](=[O:1])[CH:7]=[CH:6][N:5]([CH2:8][CH2:9][CH:10]([CH3:11])[CH3:12])[C:4]1=[O:13], predict the reactants needed to synthesize it. (4) The reactants are: [Br:1][C:2]1[CH:10]=[CH:9][C:5]([C:6]([OH:8])=O)=[CH:4][C:3]=1[O:11][CH3:12].Cl.[CH3:14][S:15]([CH2:18][CH2:19][NH2:20])(=[O:17])=[O:16].CN(C(ON1N=NC2C=CC=NC1=2)=[N+](C)C)C.F[P-](F)(F)(F)(F)F.CCN(C(C)C)C(C)C.C(=O)(O)[O-].[Na+]. Given the product [Br:1][C:2]1[CH:10]=[CH:9][C:5]([C:6]([NH:20][CH2:19][CH2:18][S:15]([CH3:14])(=[O:17])=[O:16])=[O:8])=[CH:4][C:3]=1[O:11][CH3:12], predict the reactants needed to synthesize it. (5) The reactants are: C(OC([NH:8][CH2:9][C@H:10]1[CH2:15][CH2:14][C@H:13]([C:16]([NH:18][C@H:19]([C:50](=[O:62])[NH:51][C:52]2[CH:61]=[CH:60][C:55]3[NH:56][C:57](=[O:59])[O:58][C:54]=3[CH:53]=2)[CH2:20][C:21]2[CH:26]=[CH:25][C:24]([C:27]3[CH:32]=[CH:31][C:30]([C:33]([NH:35][CH:36]4[CH2:41][CH2:40][N:39](C(OC(C)(C)C)=O)[CH2:38][CH2:37]4)=[O:34])=[CH:29][C:28]=3[CH3:49])=[CH:23][CH:22]=2)=[O:17])[CH2:12][CH2:11]1)=O)(C)(C)C.[ClH:63]. Given the product [ClH:63].[NH2:8][CH2:9][C@H:10]1[CH2:15][CH2:14][C@H:13]([C:16]([NH:18][C@H:19]([C:50](=[O:62])[NH:51][C:52]2[CH:61]=[CH:60][C:55]3[NH:56][C:57](=[O:59])[O:58][C:54]=3[CH:53]=2)[CH2:20][C:21]2[CH:26]=[CH:25][C:24]([C:27]3[CH:32]=[CH:31][C:30]([C:33]([NH:35][CH:36]4[CH2:37][CH2:38][NH:39][CH2:40][CH2:41]4)=[O:34])=[CH:29][C:28]=3[CH3:49])=[CH:23][CH:22]=2)=[O:17])[CH2:12][CH2:11]1, predict the reactants needed to synthesize it.